From a dataset of Catalyst prediction with 721,799 reactions and 888 catalyst types from USPTO. Predict which catalyst facilitates the given reaction. Reactant: [Cl:1][C:2]1[CH:7]=[CH:6][C:5]([NH:8][C:9](=O)OC(C)(C)C)=[C:4]([CH3:16])[CH:3]=1.[CH:17]([Li])([CH2:19][CH3:20])[CH3:18].CON(C)C(=O)C(C)CC.Cl. Product: [Cl:1][C:2]1[CH:3]=[C:4]2[C:5](=[CH:6][CH:7]=1)[NH:8][C:9]([CH:17]([CH3:18])[CH2:19][CH3:20])=[CH:16]2. The catalyst class is: 7.